This data is from Reaction yield outcomes from USPTO patents with 853,638 reactions. The task is: Predict the reaction yield, written as a fraction of the theoretical maximum amount of product (1.0 means a 100% yield; for example, 0.34 means a 34% yield). (1) The reactants are [F:1][C:2]([F:13])([F:12])[C:3]1[CH:8]=[CH:7][C:6](B(O)O)=[CH:5][CH:4]=1.[Cl:14][C:15]1[N:20]=[C:19](Cl)[CH:18]=[CH:17][N:16]=1.C([O-])([O-])=O.[Na+].[Na+]. The catalyst is C1(C)C=CC=CC=1.O.C1C=CC([P]([Pd]([P](C2C=CC=CC=2)(C2C=CC=CC=2)C2C=CC=CC=2)([P](C2C=CC=CC=2)(C2C=CC=CC=2)C2C=CC=CC=2)[P](C2C=CC=CC=2)(C2C=CC=CC=2)C2C=CC=CC=2)(C2C=CC=CC=2)C2C=CC=CC=2)=CC=1. The product is [Cl:14][C:15]1[N:20]=[C:19]([C:6]2[CH:7]=[CH:8][C:3]([C:2]([F:13])([F:12])[F:1])=[CH:4][CH:5]=2)[CH:18]=[CH:17][N:16]=1. The yield is 0.276. (2) The reactants are [Cl:1][C:2]1[C:3]([CH2:18][CH3:19])=[C:4]([Cl:17])[C:5]2[O:10][CH2:9][C:8](=[O:11])[N:7]([CH2:12][CH2:13][CH2:14]Cl)[C:6]=2[CH:16]=1.C([O-])([O-])=O.[K+].[K+].[Na+].[I-].[CH2:28]([CH:32]1[CH2:37][CH2:36][NH:35][CH2:34][CH2:33]1)[CH2:29][CH2:30][CH3:31]. The catalyst is C(Cl)Cl.CO. The product is [CH2:28]([CH:32]1[CH2:37][CH2:36][N:35]([CH2:14][CH2:13][CH2:12][N:7]2[C:6]3[CH:16]=[C:2]([Cl:1])[C:3]([CH2:18][CH3:19])=[C:4]([Cl:17])[C:5]=3[O:10][CH2:9][C:8]2=[O:11])[CH2:34][CH2:33]1)[CH2:29][CH2:30][CH3:31]. The yield is 0.590. (3) No catalyst specified. The reactants are [CH3:1][O:2][C:3]1[C:15]2[C:14]3[C:9](=[CH:10][CH:11]=[CH:12][CH:13]=3)[NH:8][C:7]=2[CH:6]=[CH:5][CH:4]=1.[C:16](=[O:19])([O-])[O-].[Cs+].[Cs+].Br[CH2:23][CH2:24][CH3:25].[CH3:26]N(C)C=O. The yield is 0.950. The product is [CH3:1][O:2][C:3]1[CH:4]=[CH:5][CH:6]=[C:7]2[C:15]=1[C:14]1[CH:13]=[C:12]([C:16](=[O:19])[CH3:26])[CH:11]=[CH:10][C:9]=1[N:8]2[CH2:23][CH2:24][CH3:25].